Task: Predict the reactants needed to synthesize the given product.. Dataset: Full USPTO retrosynthesis dataset with 1.9M reactions from patents (1976-2016) The reactants are: [F:1][C:2]1[CH:7]=[CH:6][C:5]([SH:8])=[CH:4][CH:3]=1.[CH:9]1(Br)[CH2:12][CH2:11][CH2:10]1.C([O-])([O-])=O.[Cs+].[Cs+]. Given the product [CH:9]1([S:8][C:5]2[CH:6]=[CH:7][C:2]([F:1])=[CH:3][CH:4]=2)[CH2:12][CH2:11][CH2:10]1, predict the reactants needed to synthesize it.